From a dataset of NCI-60 drug combinations with 297,098 pairs across 59 cell lines. Regression. Given two drug SMILES strings and cell line genomic features, predict the synergy score measuring deviation from expected non-interaction effect. (1) Cell line: RPMI-8226. Drug 1: CC1CCC2CC(C(=CC=CC=CC(CC(C(=O)C(C(C(=CC(C(=O)CC(OC(=O)C3CCCCN3C(=O)C(=O)C1(O2)O)C(C)CC4CCC(C(C4)OC)O)C)C)O)OC)C)C)C)OC. Drug 2: C(CCl)NC(=O)N(CCCl)N=O. Synergy scores: CSS=40.9, Synergy_ZIP=-2.96, Synergy_Bliss=-0.503, Synergy_Loewe=-43.3, Synergy_HSA=0.145. (2) Cell line: U251. Drug 1: CC(CN1CC(=O)NC(=O)C1)N2CC(=O)NC(=O)C2. Drug 2: CC(C1=C(C=CC(=C1Cl)F)Cl)OC2=C(N=CC(=C2)C3=CN(N=C3)C4CCNCC4)N. Synergy scores: CSS=26.4, Synergy_ZIP=-8.32, Synergy_Bliss=-2.73, Synergy_Loewe=-1.80, Synergy_HSA=-2.26. (3) Drug 1: C1=NC2=C(N=C(N=C2N1C3C(C(C(O3)CO)O)O)F)N. Drug 2: C1CN1C2=NC(=NC(=N2)N3CC3)N4CC4. Cell line: UO-31. Synergy scores: CSS=25.4, Synergy_ZIP=-7.58, Synergy_Bliss=1.39, Synergy_Loewe=-4.87, Synergy_HSA=1.78.